Dataset: Forward reaction prediction with 1.9M reactions from USPTO patents (1976-2016). Task: Predict the product of the given reaction. (1) Given the reactants [F:1][C:2]([F:26])([F:25])[O:3][C:4]1[CH:9]=[CH:8][C:7]([N:10]2[CH:14]=[N:13][C:12]([C:15]3[CH:20]=[CH:19][C:18]([CH2:21][CH2:22][CH2:23][NH2:24])=[CH:17][CH:16]=3)=[N:11]2)=[CH:6][CH:5]=1.[CH:27]([C:30]1[CH:35]=[CH:34][C:33]([CH3:36])=[CH:32][C:31]=1[N:37]=[C:38]=[S:39])([CH3:29])[CH3:28].C(N(CC)CC)C, predict the reaction product. The product is: [CH:27]([C:30]1[CH:35]=[CH:34][C:33]([CH3:36])=[CH:32][C:31]=1[NH:37][C:38]([NH:24][CH2:23][CH2:22][CH2:21][C:18]1[CH:19]=[CH:20][C:15]([C:12]2[N:13]=[CH:14][N:10]([C:7]3[CH:6]=[CH:5][C:4]([O:3][C:2]([F:1])([F:25])[F:26])=[CH:9][CH:8]=3)[N:11]=2)=[CH:16][CH:17]=1)=[S:39])([CH3:29])[CH3:28]. (2) Given the reactants Cl.Cl.[NH:3]1[CH2:8][CH2:7][CH2:6][C@@H:5]([NH:9][C:10]2[N:11]=[CH:12][C:13](/[CH:16]=[CH:17]/[C:18]([O:20][CH2:21][CH3:22])=[O:19])=[N:14][CH:15]=2)[CH2:4]1.C(N(C(C)C)CC)(C)C.Cl[C:33]1[N:38]=[CH:37][N:36]=[CH:35][CH:34]=1, predict the reaction product. The product is: [N:36]1[CH:35]=[CH:34][CH:33]=[N:38][C:37]=1[N:3]1[CH2:8][CH2:7][CH2:6][C@@H:5]([NH:9][C:10]2[N:11]=[CH:12][C:13](/[CH:16]=[CH:17]/[C:18]([O:20][CH2:21][CH3:22])=[O:19])=[N:14][CH:15]=2)[CH2:4]1.